This data is from Full USPTO retrosynthesis dataset with 1.9M reactions from patents (1976-2016). The task is: Predict the reactants needed to synthesize the given product. Given the product [CH2:1]([N:4]([CH2:5][CH:6]([CH3:10])[CH2:7][CH:8]=[CH2:9])[S:24]([C:19]1[CH:20]=[CH:21][CH:22]=[CH:23][N:18]=1)(=[O:26])=[O:25])[CH:2]=[CH2:3], predict the reactants needed to synthesize it. The reactants are: [CH2:1]([NH:4][CH2:5][CH:6]([CH3:10])[CH2:7][CH:8]=[CH2:9])[CH:2]=[CH2:3].CN1CCOCC1.[N:18]1[CH:23]=[CH:22][CH:21]=[CH:20][C:19]=1[S:24](Cl)(=[O:26])=[O:25].